From a dataset of Full USPTO retrosynthesis dataset with 1.9M reactions from patents (1976-2016). Predict the reactants needed to synthesize the given product. (1) The reactants are: [CH3:1][O:2][C:3]1[CH:12]=[C:11]2[C:6]([CH:7]=[C:8](CC#N)[C:9]([CH3:13])=[N:10]2)=[CH:5][CH:4]=1.[C:17]([OH:20])(=[O:19])[CH3:18].S(=O)(=O)(O)O.O1CCOCC1. Given the product [CH3:1][O:2][C:3]1[CH:12]=[C:11]2[C:6]([CH:7]=[C:8]([CH2:18][C:17]([OH:20])=[O:19])[C:9]([CH3:13])=[N:10]2)=[CH:5][CH:4]=1, predict the reactants needed to synthesize it. (2) Given the product [Br:1][C:2]1[C:7]([CH2:8][O:9][CH2:48][O:49][CH3:50])=[CH:6][C:5]([N:10]([C:15]2[C:34]([CH:35]3[CH2:37][CH2:36]3)=[CH:33][C:18]3[C:19]([C:29]([NH:31][CH3:32])=[O:30])=[C:20]([C:22]4[CH:23]=[CH:24][C:25]([F:28])=[CH:26][CH:27]=4)[O:21][C:17]=3[CH:16]=2)[S:11]([CH3:14])(=[O:13])=[O:12])=[CH:4][C:3]=1[Cl:38], predict the reactants needed to synthesize it. The reactants are: [Br:1][C:2]1[C:7]([CH2:8][OH:9])=[CH:6][C:5]([N:10]([C:15]2[C:34]([CH:35]3[CH2:37][CH2:36]3)=[CH:33][C:18]3[C:19]([C:29]([NH:31][CH3:32])=[O:30])=[C:20]([C:22]4[CH:27]=[CH:26][C:25]([F:28])=[CH:24][CH:23]=4)[O:21][C:17]=3[CH:16]=2)[S:11]([CH3:14])(=[O:13])=[O:12])=[CH:4][C:3]=1[Cl:38].CCN(C(C)C)C(C)C.[CH2:48](Cl)[O:49][CH3:50].O.